Dataset: Catalyst prediction with 721,799 reactions and 888 catalyst types from USPTO. Task: Predict which catalyst facilitates the given reaction. (1) Reactant: [N:1]([C@H:4]1[CH2:8][N:7]([C:9]([O:11][C:12]([CH3:15])([CH3:14])[CH3:13])=[O:10])[C@@H:6]([CH2:16][O:17][CH3:18])[CH2:5]1)=[N+]=[N-]. Product: [NH2:1][C@H:4]1[CH2:8][N:7]([C:9]([O:11][C:12]([CH3:13])([CH3:14])[CH3:15])=[O:10])[C@@H:6]([CH2:16][O:17][CH3:18])[CH2:5]1. The catalyst class is: 19. (2) Reactant: [C:1]([CH2:3]P(=O)(OCC)OCC)#[N:2].[H-].[Na+].O=[C:15]([C:26](=[O:75])[NH:27][C:28]1[CH:29]=[N:30][N:31]([CH2:53][CH2:54][O:55][C:56]([C:69]2[CH:74]=[CH:73][CH:72]=[CH:71][CH:70]=2)([C:63]2[CH:68]=[CH:67][CH:66]=[CH:65][CH:64]=2)[C:57]2[CH:62]=[CH:61][CH:60]=[CH:59][CH:58]=2)[C:32]=1[NH:33][C:34]([C:47]1[CH:52]=[CH:51][CH:50]=[CH:49][CH:48]=1)([C:41]1[CH:46]=[CH:45][CH:44]=[CH:43][CH:42]=1)[C:35]1[CH:40]=[CH:39][CH:38]=[CH:37][CH:36]=1)[CH2:16][CH2:17][NH:18][C:19](=[O:25])[O:20][C:21]([CH3:24])([CH3:23])[CH3:22].O. Product: [C:1](/[CH:3]=[C:15](/[C:26]([NH:27][C:28]1[CH:29]=[N:30][N:31]([CH2:53][CH2:54][O:55][C:56]([C:63]2[CH:68]=[CH:67][CH:66]=[CH:65][CH:64]=2)([C:69]2[CH:74]=[CH:73][CH:72]=[CH:71][CH:70]=2)[C:57]2[CH:58]=[CH:59][CH:60]=[CH:61][CH:62]=2)[C:32]=1[NH:33][C:34]([C:35]1[CH:40]=[CH:39][CH:38]=[CH:37][CH:36]=1)([C:47]1[CH:52]=[CH:51][CH:50]=[CH:49][CH:48]=1)[C:41]1[CH:46]=[CH:45][CH:44]=[CH:43][CH:42]=1)=[O:75])\[CH2:16][CH2:17][NH:18][C:19](=[O:25])[O:20][C:21]([CH3:22])([CH3:23])[CH3:24])#[N:2]. The catalyst class is: 7. (3) Reactant: [CH2:1]([O:8][C:9]1[C:14]2=[N:15][C:16]([C:21](OC)=[O:22])=[C:17]([OH:20])[C:18](=[O:19])[N:13]2[CH:12]=[CH:11][CH:10]=1)[C:2]1[CH:7]=[CH:6][CH:5]=[CH:4][CH:3]=1.[F:25][C:26]1[CH:33]=[CH:32][C:29]([CH2:30][NH2:31])=[CH:28][CH:27]=1. Product: [F:25][C:26]1[CH:33]=[CH:32][C:29]([CH2:30][NH:31][C:21]([C:16]2[N:15]=[C:14]3[C:9]([O:8][CH2:1][C:2]4[CH:7]=[CH:6][CH:5]=[CH:4][CH:3]=4)=[CH:10][CH:11]=[CH:12][N:13]3[C:18](=[O:19])[C:17]=2[OH:20])=[O:22])=[CH:28][CH:27]=1. The catalyst class is: 5. (4) Reactant: [CH2:1]([N:8]1[CH2:13][C@@H:12]([CH3:14])[NH:11][C@@H:10]([CH3:15])[CH2:9]1)[C:2]1[CH:7]=[CH:6][CH:5]=[CH:4][CH:3]=1.[C:16]([C:18]1[CH:19]=[C:20]([S:24](Cl)(=[O:26])=[O:25])[CH:21]=[CH:22][CH:23]=1)#[N:17]. Product: [C:16]([C:18]1[CH:19]=[C:20]([S:24]([N:11]2[CH:10]([CH3:15])[CH2:9][N:8]([CH2:1][C:2]3[CH:3]=[CH:4][CH:5]=[CH:6][CH:7]=3)[CH2:13][CH:12]2[CH3:14])(=[O:26])=[O:25])[CH:21]=[CH:22][CH:23]=1)#[N:17]. The catalyst class is: 17. (5) Reactant: [CH2:1]([O:8][C:9]([N:11]1[CH:15]([C:16]([OH:18])=O)[CH2:14][S:13][C@@H:12]1[CH3:19])=[O:10])[C:2]1[CH:7]=[CH:6][CH:5]=[CH:4][CH:3]=1.CCN(C(C)C)C(C)C.CN(C(ON1N=NC2C=CC=NC1=2)=[N+](C)C)C.F[P-](F)(F)(F)(F)F.[NH2:53][C:54]1[S:55][CH:56]=[C:57]([C:59]2[CH:70]=[CH:69][C:62]([C:63]([NH:65][CH:66]3[CH2:68][CH2:67]3)=[O:64])=[CH:61][CH:60]=2)[N:58]=1. Product: [CH2:1]([O:8][C:9]([N:11]1[CH:15]([C:16](=[O:18])[NH:53][C:54]2[S:55][CH:56]=[C:57]([C:59]3[CH:60]=[CH:61][C:62]([C:63](=[O:64])[NH:65][CH:66]4[CH2:68][CH2:67]4)=[CH:69][CH:70]=3)[N:58]=2)[CH2:14][S:13][C@@H:12]1[CH3:19])=[O:10])[C:2]1[CH:3]=[CH:4][CH:5]=[CH:6][CH:7]=1. The catalyst class is: 3.